The task is: Predict the reaction yield, written as a fraction of the theoretical maximum amount of product (1.0 means a 100% yield; for example, 0.34 means a 34% yield).. This data is from Reaction yield outcomes from USPTO patents with 853,638 reactions. (1) The reactants are [Br:1][C:2]1[CH:10]=[CH:9][C:5]([C:6](O)=[O:7])=[CH:4][N:3]=1.C(N1C=CN=C1)([N:13]1C=CN=C1)=O.N.O. The catalyst is CS(C)=O. The product is [Br:1][C:2]1[CH:10]=[CH:9][C:5]([C:6]([NH2:13])=[O:7])=[CH:4][N:3]=1. The yield is 0.810. (2) The reactants are Cl[C:2]1[N:7]=[C:6]([C:8]2[N:12]([CH2:13][C:14]([F:17])([F:16])[F:15])[CH:11]=[N:10][CH:9]=2)[CH:5]=[CH:4][N:3]=1.Cl.[NH2:19][C@H:20]([C:22]1[C:23](=[O:33])[NH:24][C:25]2[C:30]([CH:31]=1)=[CH:29][C:28]([Cl:32])=[CH:27][CH:26]=2)[CH3:21].CCN(C(C)C)C(C)C. The catalyst is CCO. The product is [Cl:32][C:28]1[CH:29]=[C:30]2[C:25](=[CH:26][CH:27]=1)[NH:24][C:23](=[O:33])[C:22]([C@@H:20]([NH:19][C:2]1[N:7]=[C:6]([C:8]3[N:12]([CH2:13][C:14]([F:17])([F:16])[F:15])[CH:11]=[N:10][CH:9]=3)[CH:5]=[CH:4][N:3]=1)[CH3:21])=[CH:31]2. The yield is 0.730. (3) The reactants are [Cl:1][C:2]1[CH:7]=[CH:6][C:5]([N:8]([C@H:12]2[C:21]3[C:16](=[CH:17][CH:18]=[CH:19][CH:20]=3)[N:15]([C:22](=[O:31])[C:23]3[CH:28]=[CH:27][C:26]([OH:29])=[C:25]([F:30])[CH:24]=3)[C@@H:14]([CH3:32])[CH2:13]2)[C:9](=[O:11])[CH3:10])=[CH:4][CH:3]=1.C([O-])([O-])=O.[Cs+].[Cs+].Br[CH2:40][CH2:41][C:42]([CH3:48])([CH3:47])[C:43]([O:45][CH3:46])=[O:44]. The catalyst is CN(C=O)C. The product is [C:9]([N:8]([C:5]1[CH:4]=[CH:3][C:2]([Cl:1])=[CH:7][CH:6]=1)[C@H:12]1[C:21]2[C:16](=[CH:17][CH:18]=[CH:19][CH:20]=2)[N:15]([C:22]([C:23]2[CH:28]=[CH:27][C:26]([O:29][CH2:40][CH2:41][C:42]([CH3:48])([CH3:47])[C:43]([O:45][CH3:46])=[O:44])=[C:25]([F:30])[CH:24]=2)=[O:31])[C@@H:14]([CH3:32])[CH2:13]1)(=[O:11])[CH3:10]. The yield is 0.430. (4) The reactants are [NH2:1][C:2]1[CH:7]=[CH:6][C:5]([F:8])=[CH:4][C:3]=1[OH:9].Cl[CH2:11][C:12](Cl)=[O:13].C([O-])([O-])=O.[K+].[K+]. The catalyst is CCCCCCC.CCOC(C)=O. The product is [F:8][C:5]1[CH:6]=[CH:7][C:2]2[NH:1][C:12](=[O:13])[CH2:11][O:9][C:3]=2[CH:4]=1. The yield is 0.930. (5) The reactants are C(OC(=O)[NH:7][C:8]1[N:9]=[C:10]2[C:15]([C:16]([F:19])([F:18])[F:17])=[CH:14][C:13]([C:20]3[O:21][CH:22]=[CH:23][CH:24]=3)=[CH:12][N:11]2[CH:25]=1)(C)(C)C.[H-].[Na+].[C:29]1([CH2:35][S:36](Cl)(=[O:38])=[O:37])[CH:34]=[CH:33][CH:32]=[CH:31][CH:30]=1.[ClH:40]. The catalyst is C1COCC1.CO. The product is [Cl:40][C:25]1[N:11]2[CH:12]=[C:13]([C:20]3[O:21][CH:22]=[CH:23][CH:24]=3)[CH:14]=[C:15]([C:16]([F:18])([F:17])[F:19])[C:10]2=[N:9][C:8]=1[NH:7][S:36]([CH2:35][C:29]1[CH:30]=[CH:31][CH:32]=[CH:33][CH:34]=1)(=[O:38])=[O:37]. The yield is 0.230. (6) The reactants are [O:1]=[O+][O-].[C:4]([O:8][C:9]([N:11]([C:26]([O:28][C:29]([CH3:32])([CH3:31])[CH3:30])=[O:27])[C:12]1[CH:17]=[C:16]([CH:18]=C)[N:15]=[C:14]([C:20]([O:22][CH3:23])=[O:21])[C:13]=1[O:24][CH3:25])=[O:10])([CH3:7])([CH3:6])[CH3:5].C1(P(C2C=CC=CC=2)C2C=CC=CC=2)C=CC=CC=1. The catalyst is C(Cl)Cl. The product is [C:4]([O:8][C:9]([N:11]([C:26]([O:28][C:29]([CH3:32])([CH3:31])[CH3:30])=[O:27])[C:12]1[CH:17]=[C:16]([CH:18]=[O:1])[N:15]=[C:14]([C:20]([O:22][CH3:23])=[O:21])[C:13]=1[O:24][CH3:25])=[O:10])([CH3:5])([CH3:7])[CH3:6]. The yield is 0.727.